This data is from Catalyst prediction with 721,799 reactions and 888 catalyst types from USPTO. The task is: Predict which catalyst facilitates the given reaction. (1) Reactant: [Br:1][C:2]1[CH:3]=[CH:4][C:5]([NH:8][NH2:9])=[N:6][CH:7]=1.C1N=CN([C:15](N2C=NC=C2)=[O:16])C=1. Product: [Br:1][C:2]1[CH:3]=[CH:4][C:5]2[N:6]([C:15](=[O:16])[NH:9][N:8]=2)[CH:7]=1. The catalyst class is: 20. (2) Reactant: [F:1][C:2]1[CH:3]=[C:4]([C@H:8]2[CH2:12][C@@H:11]([OH:13])[CH2:10][N:9]2[C:14]([O:16][C:17]([CH3:20])([CH3:19])[CH3:18])=[O:15])[CH:5]=[CH:6][CH:7]=1.ClN1C(=O)N(Cl)C(=O)N(Cl)C1=O.CC1(C)N([O])C(C)(C)CCC1.C([O-])(O)=O.[Na+]. Product: [F:1][C:2]1[CH:3]=[C:4]([C@H:8]2[CH2:12][C:11](=[O:13])[CH2:10][N:9]2[C:14]([O:16][C:17]([CH3:20])([CH3:19])[CH3:18])=[O:15])[CH:5]=[CH:6][CH:7]=1. The catalyst class is: 2.